This data is from Catalyst prediction with 721,799 reactions and 888 catalyst types from USPTO. The task is: Predict which catalyst facilitates the given reaction. (1) The catalyst class is: 19. Product: [OH:8][CH2:9][CH2:10][C:11]1[CH:16]=[CH:15][C:14]([C:17]2[CH:18]=[CH:19][C:20]([C:23]([NH:26][C:27]([NH:29][C:30]3([CH2:38][CH2:39][CH3:40])[CH:35]4[CH2:36][CH2:37][N:32]([CH2:33][CH2:34]4)[CH2:31]3)=[O:28])([CH3:25])[CH3:24])=[CH:21][CH:22]=2)=[CH:13][CH:12]=1. Reactant: C([O:8][CH2:9][CH2:10][C:11]1[CH:16]=[CH:15][C:14]([C:17]2[CH:22]=[CH:21][C:20]([C:23]([NH:26][C:27]([NH:29][C:30]3([CH2:38][CH2:39][CH3:40])[CH:35]4[CH2:36][CH2:37][N:32]([CH2:33][CH2:34]4)[CH2:31]3)=[O:28])([CH3:25])[CH3:24])=[CH:19][CH:18]=2)=[CH:13][CH:12]=1)C1C=CC=CC=1.Cl. (2) Reactant: [Cl:1][C:2]1[CH:11]=[C:10]2[C:5]([C:6]([N:12]3[CH2:17][CH2:16][N:15]([C:18]([O:20][C:21]([CH3:24])([CH3:23])[CH3:22])=[O:19])[C@H:14]([C:25](OC)=[O:26])[CH2:13]3)=[N:7][CH:8]=[N:9]2)=[CH:4][C:3]=1[C:29]1[CH:34]=[CH:33][C:32]([Cl:35])=[CH:31][CH:30]=1.[Cl-].[Cl-].[Ca+2].[BH4-].[Na+]. Product: [Cl:1][C:2]1[CH:11]=[C:10]2[C:5]([C:6]([N:12]3[CH2:17][CH2:16][N:15]([C:18]([O:20][C:21]([CH3:22])([CH3:23])[CH3:24])=[O:19])[C@H:14]([CH2:25][OH:26])[CH2:13]3)=[N:7][CH:8]=[N:9]2)=[CH:4][C:3]=1[C:29]1[CH:34]=[CH:33][C:32]([Cl:35])=[CH:31][CH:30]=1. The catalyst class is: 14.